From a dataset of Experimentally validated miRNA-target interactions with 360,000+ pairs, plus equal number of negative samples. Binary Classification. Given a miRNA mature sequence and a target amino acid sequence, predict their likelihood of interaction. (1) The miRNA is cel-miR-795-5p with sequence UGAGGUAGAUUGAUCAGCGAGCUU. The protein sequence of the target gene is MSQDNDTLMRDILGHELAAMRLQKLEQQRRLFEKKQRQKRQELLMVQANPDASPWLWRSCLREERLLGDRGLGNPFLRKKVSEAHLPSGIHSALGTVSCGGDGRGERGLPTPRTEAVFRNLGLQSPFLSWLPDNSDAELEEVSVENGSVSPPPFKQSPRIRRKGWQAHQRPGTRAEGESDSQDMGDAHKSPNMGPNPGMDGDCVYENLAFQKEEDLEKKREASESTGTNSSAAHNEELSKALKGEGGTDSDHMRHEASLAIRSPCPGLEEDMEAYVLRPALPGTMMQCYLTRDKHGVDKG.... Result: 0 (no interaction). (2) The miRNA is ath-miR167a-5p with sequence UGAAGCUGCCAGCAUGAUCUA. The protein sequence of the target gene is MDVPSSSSSRFSVGSASPSSVLLYAKDLKKWDEFEDLLEERRHISDFKFAMKCYTPPLYRGITPCKPGDIKSIVLSSEEINYVIKQLSRESLTGVDVLREEASEILEEMSHKLRIGAIRFFAFVLSKIFKQIFSKVCVNEEGIQKLQRAVQEHPVVLLPSHRSYIDFLMLSFILYSYDLPVPVIAAGMDFLGMRVVSELLRMSGAFFMRRTFGGNKLYWAVFSEYVKTMLRCGYAPVEFFLEGTRSRAAKTLTPKFGLLNIVMEPFFKREVFDTYFVPISISYDKILEESLYAYEILGVP.... Result: 0 (no interaction).